Dataset: M1 muscarinic receptor antagonist screen with 61,756 compounds. Task: Binary Classification. Given a drug SMILES string, predict its activity (active/inactive) in a high-throughput screening assay against a specified biological target. (1) The compound is Clc1cc(NC(=O)Nc2ccc(S(=O)(=O)N3CCN(CC3)C)cc2)ccc1. The result is 0 (inactive). (2) The molecule is S(c1n(Cc2occc2)c(nn1)c1ncccc1)CC(=O)Nc1cc(ccc1OC)C. The result is 0 (inactive). (3) The compound is S(=O)(=O)(NCCC)c1ccc(NC(=O)c2ncccc2)cc1. The result is 0 (inactive). (4) The molecule is O=C(Nc1ccc(OC)cc1)C1CN(CCC1)c1n2ncnc2nc2c1CCC2. The result is 0 (inactive). (5) The drug is O=c1[nH]c(Nc2ccccc2)cc2c1cccc2. The result is 0 (inactive). (6) The result is 1 (active). The molecule is O(c1c(Nc2nc(N3CCCC3)nc3c2cccc3)ccc(OC)c1)C. (7) The molecule is O=C(NCCCN(CCC)CCC)c1cc2N(CC)C(=O)c3c(S(=O)c2cc1)cccc3. The result is 1 (active). (8) The drug is s1c(nnc1NC(=O)COC)Cc1cc(OC)c(OC)cc1. The result is 0 (inactive). (9) The result is 0 (inactive). The molecule is s1c(NC(=O)CCC(=O)N2CCN(CC2)CCc2ccccc2)nnc1C.